Dataset: Reaction yield outcomes from USPTO patents with 853,638 reactions. Task: Predict the reaction yield, written as a fraction of the theoretical maximum amount of product (1.0 means a 100% yield; for example, 0.34 means a 34% yield). (1) The reactants are [C:1]([NH:8][C@H:9]([C:17]([OH:19])=O)[CH2:10][CH2:11][S:12][C:13]([F:16])([F:15])[F:14])([O:3][C:4]([CH3:7])([CH3:6])[CH3:5])=[O:2].CN1CCOCC1.ClC(OCC(C)C)=O.[NH2:35][C:36]1[CH:41]=[CH:40][CH:39]=[CH:38][CH:37]=1. The catalyst is C1COCC1.N#N. The product is [C:36]1([NH:35][C:17]([C@@H:9]([NH:8][C:1](=[O:2])[O:3][C:4]([CH3:5])([CH3:6])[CH3:7])[CH2:10][CH2:11][S:12][C:13]([F:14])([F:15])[F:16])=[O:19])[CH:41]=[CH:40][CH:39]=[CH:38][CH:37]=1. The yield is 0.650. (2) The reactants are [I:1]I.[F:3][C:4]([F:13])([F:12])[C:5]1[CH:11]=[CH:10][C:8]([NH2:9])=[CH:7][CH:6]=1. The catalyst is C(O)C.S([O-])([O-])(=O)=O.[Ag+2]. The product is [I:1][C:10]1[CH:11]=[C:5]([C:4]([F:12])([F:13])[F:3])[CH:6]=[CH:7][C:8]=1[NH2:9]. The yield is 0.610. (3) The reactants are Cl.Cl.[C:3]([C:7]1[CH:12]=[CH:11][CH:10]=[CH:9][C:8]=1[N:13]1[CH2:18][CH2:17][NH:16][CH2:15][CH2:14]1)([CH3:6])([CH3:5])[CH3:4].[C:19]([O:23][C:24]([N:26]1[CH2:31][CH2:30][CH:29]([CH2:32][O:33][C:34]2[CH:42]=[CH:41][C:37]([C:38](O)=[O:39])=[CH:36][CH:35]=2)[CH2:28][CH2:27]1)=[O:25])([CH3:22])([CH3:21])[CH3:20].Cl.C(N=C=NCCCN(C)C)C.O.ON1C2C=CC=CC=2N=N1. The catalyst is O.CN(C)C=O.C(N(CC)CC)C. The yield is 0.870. The product is [C:3]([C:7]1[CH:12]=[CH:11][CH:10]=[CH:9][C:8]=1[N:13]1[CH2:18][CH2:17][N:16]([C:38]([C:37]2[CH:36]=[CH:35][C:34]([O:33][CH2:32][CH:29]3[CH2:28][CH2:27][N:26]([C:24]([O:23][C:19]([CH3:20])([CH3:21])[CH3:22])=[O:25])[CH2:31][CH2:30]3)=[CH:42][CH:41]=2)=[O:39])[CH2:15][CH2:14]1)([CH3:6])([CH3:4])[CH3:5]. (4) The reactants are [CH3:1][CH:2]([CH3:11])[C:3](=[O:10])[CH2:4][C:5]([O:7][CH2:8][CH3:9])=[O:6].[C:12](Cl)(=[O:16])[CH:13]([CH3:15])[CH3:14].O. The catalyst is C1C=CC=CC=1. The product is [C:3]([CH:4]([C:12](=[O:16])[CH:13]([CH3:15])[CH3:14])[C:5]([O:7][CH2:8][CH3:9])=[O:6])(=[O:10])[CH:2]([CH3:1])[CH3:11]. The yield is 0.489. (5) The reactants are [F:1][C:2]1[CH:7]=[C:6]([I:8])[CH:5]=[CH:4][C:3]=1[NH:9][C:10]1[N:15]([CH3:16])[C:14](=[O:17])[N:13]([CH3:18])[C:12](=[O:19])[C:11]=1[C:20](OC1C=CC=CC=1)=[O:21].Cl.[OH:30][CH:31]1[CH2:34][NH:33][CH2:32]1. No catalyst specified. The product is [F:1][C:2]1[CH:7]=[C:6]([I:8])[CH:5]=[CH:4][C:3]=1[NH:9][C:10]1[N:15]([CH3:16])[C:14](=[O:17])[N:13]([CH3:18])[C:12](=[O:19])[C:11]=1[C:20]([N:33]1[CH2:34][CH:31]([OH:30])[CH2:32]1)=[O:21]. The yield is 0.520. (6) The reactants are Cl[C:2]1[CH:7]=[CH:6][N:5]=[CH:4][C:3]=1[N+:8]([O-:10])=[O:9].[Si:11]([O:18][C@@H:19]1[C@@H:24]([CH3:25])[CH2:23][NH:22][CH2:21][C@H:20]1[NH:26][C:27](=[O:33])[O:28][C:29]([CH3:32])([CH3:31])[CH3:30])([C:14]([CH3:17])([CH3:16])[CH3:15])([CH3:13])[CH3:12].[CH3:34]C(O)C. No catalyst specified. The product is [Si:11]([O:18][C@@H:19]1[C@@H:24]([CH2:25][CH3:34])[CH2:23][N:22]([C:2]2[CH:7]=[CH:6][N:5]=[CH:4][C:3]=2[N+:8]([O-:10])=[O:9])[CH2:21][C@H:20]1[NH:26][C:27](=[O:33])[O:28][C:29]([CH3:32])([CH3:31])[CH3:30])([C:14]([CH3:17])([CH3:15])[CH3:16])([CH3:13])[CH3:12]. The yield is 0.240. (7) The reactants are Cl[CH2:2][CH:3]1[CH:5]([C:6]([O:8]CC)=O)[C:4]1([CH3:20])[C:11]1[CH:16]=[CH:15][CH:14]=[C:13]([N+:17]([O-:19])=[O:18])[CH:12]=1.[CH2:21]([NH2:28])[C:22]1[CH:27]=[CH:26][CH:25]=[CH:24][CH:23]=1.Cl. No catalyst specified. The product is [CH2:21]([N:28]1[CH2:2][CH:3]2[CH:5]([C:4]2([CH3:20])[C:11]2[CH:16]=[CH:15][CH:14]=[C:13]([N+:17]([O-:19])=[O:18])[CH:12]=2)[C:6]1=[O:8])[C:22]1[CH:27]=[CH:26][CH:25]=[CH:24][CH:23]=1. The yield is 0.550. (8) The reactants are C([O:8][N:9]=[C:10]1[C:18]2([CH2:23][CH2:22][CH2:21][CH2:20][CH2:19]2)[C:17]2[C:12](=[CH:13][CH:14]=[CH:15][CH:16]=2)[NH:11]1)C1C=CC=CC=1.C(ON=C1C2(CCCCC2)C2C(=CC=C(Br)C=2)N1)C1C=CC=CC=1.[CH3:48][O:49][C:50]1[CH:51]=[C:52](B(O)O)[CH:53]=[CH:54][CH:55]=1.CCCCCC. The catalyst is C(OCC)(=O)C. The product is [CH3:48][O:49][C:50]1[CH:51]=[C:52]([C:15]2[CH:16]=[C:17]3[C:12](=[CH:13][CH:14]=2)[NH:11][C:10](=[N:9][OH:8])[C:18]23[CH2:23][CH2:22][CH2:21][CH2:20][CH2:19]2)[CH:53]=[CH:54][CH:55]=1. The yield is 0.750. (9) The reactants are [NH2:1][C:2]1[C:3]([NH:23][C:24]2[CH:40]=[CH:39][C:27]3[O:28][CH2:29][CH2:30][N:31]([C:32]([O:34][C:35]([CH3:38])([CH3:37])[CH3:36])=[O:33])[C:26]=3[CH:25]=2)=[N:4][CH:5]=[N:6][C:7]=1[N:8]([CH2:16][C:17]1[CH:22]=[CH:21][CH:20]=[CH:19][CH:18]=1)[CH2:9][C:10]1[CH:15]=[CH:14][CH:13]=[CH:12][CH:11]=1.Cl[C:42](Cl)([O:44]C(=O)OC(Cl)(Cl)Cl)Cl. The catalyst is C(Cl)Cl. The product is [CH2:16]([N:8]([CH2:9][C:10]1[CH:11]=[CH:12][CH:13]=[CH:14][CH:15]=1)[C:7]1[N:6]=[CH:5][N:4]=[C:3]2[C:2]=1[NH:1][C:42](=[O:44])[N:23]2[C:24]1[CH:40]=[CH:39][C:27]2[O:28][CH2:29][CH2:30][N:31]([C:32]([O:34][C:35]([CH3:37])([CH3:36])[CH3:38])=[O:33])[C:26]=2[CH:25]=1)[C:17]1[CH:18]=[CH:19][CH:20]=[CH:21][CH:22]=1. The yield is 0.850. (10) The reactants are [F:1][C:2]1[CH:7]=[C:6]([N+:8]([O-:10])=[O:9])[CH:5]=[CH:4][C:3]=1[C:11]([CH3:20])([C:16](OC)=[O:17])[C:12](OC)=[O:13].[BH4-].[Na+]. The yield is 0.500. The catalyst is CO.O. The product is [F:1][C:2]1[CH:7]=[C:6]([N+:8]([O-:10])=[O:9])[CH:5]=[CH:4][C:3]=1[C:11]([CH3:20])([CH2:16][OH:17])[CH2:12][OH:13].